This data is from Clinical trial toxicity outcomes and FDA approval status for drugs. The task is: Regression/Classification. Given a drug SMILES string, predict its toxicity properties. Task type varies by dataset: regression for continuous values (e.g., LD50, hERG inhibition percentage) or binary classification for toxic/non-toxic outcomes (e.g., AMES mutagenicity, cardiotoxicity, hepatotoxicity). Dataset: clintox. (1) The molecule is CC(C)OC(=O)C(C)(C)Oc1ccc(C(=O)c2ccc(Cl)cc2)cc1. The result is 0 (passed clinical trial). (2) The molecule is CCCCCCCCCCCCCC(=O)OC[C@H](COP(=O)([O-])OCC[N+](C)(C)C)OC(=O)CCCCCCCCCCCCC. The result is 0 (passed clinical trial).